From a dataset of Full USPTO retrosynthesis dataset with 1.9M reactions from patents (1976-2016). Predict the reactants needed to synthesize the given product. Given the product [NH2:1][CH:2]([C:6]1[CH:11]=[CH:10][C:9]([F:12])=[CH:8][C:7]=1[C:13]([F:16])([F:14])[F:15])[CH2:3][OH:4], predict the reactants needed to synthesize it. The reactants are: [NH2:1][CH:2]([C:6]1[CH:11]=[CH:10][C:9]([F:12])=[CH:8][C:7]=1[C:13]([F:16])([F:15])[F:14])[C:3](O)=[O:4].[BH4-].[Li+].Cl[Si](C)(C)C.